Dataset: Forward reaction prediction with 1.9M reactions from USPTO patents (1976-2016). Task: Predict the product of the given reaction. (1) Given the reactants [C:1]([O:5][C:6](=[O:11])[NH:7][CH2:8][CH2:9]Br)([CH3:4])([CH3:3])[CH3:2].C(=O)([O-])[O-].[K+].[K+].[CH3:18][N:19]([CH3:31])[C:20]1([C:26]2[S:27][CH:28]=[CH:29][CH:30]=2)[CH2:25][CH2:24][NH:23][CH2:22][CH2:21]1.CO.C(Cl)(Cl)Cl, predict the reaction product. The product is: [CH3:18][N:19]([CH3:31])[C:20]1([C:26]2[S:27][CH:28]=[CH:29][CH:30]=2)[CH2:25][CH2:24][N:23]([CH2:9][CH2:8][NH:7][C:6](=[O:11])[O:5][C:1]([CH3:4])([CH3:3])[CH3:2])[CH2:22][CH2:21]1. (2) The product is: [Br:1][C:2]1[C:3]2[S:9][CH:8]=[C:7]([CH2:10][CH2:11][CH2:12][CH2:22][CH2:20][CH3:21])[C:4]=2[S:5][C:6]=1[C:6]1[S:5][C:4]2[C:7]([CH2:10][CH2:11][CH2:12][CH2:13][CH2:14][CH3:15])=[CH:8][S:9][C:3]=2[C:2]=1[Br:1]. Given the reactants [Br:1][C:2]1[C:3]2[S:9][CH:8]=[C:7]([CH2:10][CH2:11][CH2:12][CH2:13][CH2:14][CH3:15])[C:4]=2[S:5][CH:6]=1.C([N-][CH:20]([CH3:22])[CH3:21])(C)C.[Li+], predict the reaction product. (3) Given the reactants [C:1]1([S:7]([C:10]2[S:14][C:13]([S:15](Cl)(=[O:17])=[O:16])=[CH:12][CH:11]=2)(=[O:9])=[O:8])[CH:6]=[CH:5][CH:4]=[CH:3][CH:2]=1.[NH2:19][C:20]1[CH:21]=[C:22]([C:26]2[NH:30][N:29]=[N:28][N:27]=2)[CH:23]=[CH:24][CH:25]=1, predict the reaction product. The product is: [C:1]1([S:7]([C:10]2[S:14][C:13]([S:15]([NH:19][C:20]3[CH:25]=[CH:24][CH:23]=[C:22]([C:26]4[NH:30][N:29]=[N:28][N:27]=4)[CH:21]=3)(=[O:17])=[O:16])=[CH:12][CH:11]=2)(=[O:9])=[O:8])[CH:6]=[CH:5][CH:4]=[CH:3][CH:2]=1. (4) Given the reactants [Br:1][C:2]1[CH:7]=[CH:6][CH:5]=[C:4]([C:8](Cl)([CH3:16])[CH2:9][C:10]2[CH:15]=[CH:14][CH:13]=[CH:12][CH:11]=2)[CH:3]=1.[Sn](Cl)(Cl)(Cl)Cl.[CH2:23]([S:25][C:26]#[N:27])[CH3:24], predict the reaction product. The product is: [Br:1][C:2]1[CH:3]=[C:4]([C:8]2([CH3:16])[CH2:9][C:10]3[C:15](=[CH:14][CH:13]=[CH:12][CH:11]=3)[C:26]([S:25][CH2:23][CH3:24])=[N:27]2)[CH:5]=[CH:6][CH:7]=1. (5) The product is: [NH2:7][CH2:8][C:9]1[CH:14]=[C:13]([C:15]([N:17]2[CH2:22][CH2:21][N:20]([CH3:23])[CH2:19][CH2:18]2)=[O:16])[CH:12]=[C:11]([Cl:24])[C:10]=1[F:25]. Given the reactants C(OC(=O)[NH:7][CH2:8][C:9]1[CH:14]=[C:13]([C:15]([N:17]2[CH2:22][CH2:21][N:20]([CH3:23])[CH2:19][CH2:18]2)=[O:16])[CH:12]=[C:11]([Cl:24])[C:10]=1[F:25])(C)(C)C.C(O)(C(F)(F)F)=O, predict the reaction product.